This data is from Reaction yield outcomes from USPTO patents with 853,638 reactions. The task is: Predict the reaction yield, written as a fraction of the theoretical maximum amount of product (1.0 means a 100% yield; for example, 0.34 means a 34% yield). (1) The reactants are [C:1]([CH2:3][N:4]1[C:12]2[CH2:11][CH2:10][CH2:9][CH2:8][C:7]=2[CH:6]=[C:5]1[C:13]([O:15][CH2:16][CH3:17])=[O:14])#[N:2].Cl.C(OCC)(=O)C. The catalyst is [Pd].C(O)C. The product is [NH2:2][CH2:1][CH2:3][N:4]1[C:12]2[CH2:11][CH2:10][CH2:9][CH2:8][C:7]=2[CH:6]=[C:5]1[C:13]([O:15][CH2:16][CH3:17])=[O:14]. The yield is 0.710. (2) The reactants are [CH2:1]([N:5]([C:13]1[CH:18]=[CH:17][C:16]([F:19])=[C:15]([F:20])[CH:14]=1)[C:6]1[CH:11]=[CH:10][C:9]([OH:12])=[CH:8][CH:7]=1)[CH2:2][CH2:3][CH3:4].F[C:22]1[CH:23]=[CH:24][C:25]([N+:32]([O-:34])=[O:33])=[C:26]([CH:31]=1)[C:27]([O:29][CH3:30])=[O:28]. No catalyst specified. The product is [CH3:30][O:29][C:27](=[O:28])[C:26]1[CH:31]=[C:22]([O:12][C:9]2[CH:8]=[CH:7][C:6]([N:5]([CH2:1][CH2:2][CH2:3][CH3:4])[C:13]3[CH:18]=[CH:17][C:16]([F:19])=[C:15]([F:20])[CH:14]=3)=[CH:11][CH:10]=2)[CH:23]=[CH:24][C:25]=1[N+:32]([O-:34])=[O:33]. The yield is 1.00. (3) The reactants are [CH:1]1[C:10]2[C:5](=[CH:6][CH:7]=[CH:8][CH:9]=2)[CH:4]=[CH:3][C:2]=1[C:11]([CH2:13][CH2:14][CH2:15][CH2:16][CH2:17][CH2:18][C:19]([OH:21])=O)=[O:12].C1C=CC2N(O)N=NC=2C=1.C(Cl)CCl.Cl.[O:37]([NH2:39])[CH3:38].C(N(CC)CC)C. The catalyst is CN(C=O)C. The product is [CH3:38][O:37][NH:39][C:19](=[O:21])[CH2:18][CH2:17][CH2:16][CH2:15][CH2:14][CH2:13][C:11]([C:2]1[CH:3]=[CH:4][C:5]2[C:10](=[CH:9][CH:8]=[CH:7][CH:6]=2)[CH:1]=1)=[O:12]. The yield is 0.560. (4) The product is [N+:17]([C:4]1[CH:3]=[C:2]([C:21]#[C:20][C:22]2[CH:27]=[CH:26][CH:25]=[CH:24][CH:23]=2)[CH:7]=[CH:6][C:5]=1[C:8]#[C:9][C:10]1[CH:15]=[CH:14][C:13]([NH2:16])=[CH:12][CH:11]=1)([O-:19])=[O:18]. The reactants are Br[C:2]1[CH:7]=[CH:6][C:5]([C:8]#[C:9][C:10]2[CH:15]=[CH:14][C:13]([NH2:16])=[CH:12][CH:11]=2)=[C:4]([N+:17]([O-:19])=[O:18])[CH:3]=1.[C:20]([C:22]1[CH:27]=[CH:26][CH:25]=[CH:24][CH:23]=1)#[CH:21]. The yield is 0.970. The catalyst is Cl[Pd](Cl)([P](C1C=CC=CC=1)(C1C=CC=CC=1)C1C=CC=CC=1)[P](C1C=CC=CC=1)(C1C=CC=CC=1)C1C=CC=CC=1.[Cu]I.C(N(CC)CC)C.